From a dataset of Forward reaction prediction with 1.9M reactions from USPTO patents (1976-2016). Predict the product of the given reaction. (1) Given the reactants [C:1]([O-:4])(=[O:3])C.[O:5]=[C:6]1[C@@H:9]([NH3+:10])[CH2:8][NH:7]1.[CH3:11]CN(C(C)C)C(C)C.[O:20]1[C:24]2[CH:25]=[CH:26][CH:27]=[CH:28][C:23]=2[N:22]=[C:21]1[C:29]1[CH:34]=[CH:33][C:32](C2C=CN(C([O-])=O)C(=O)C=2C)=[CH:31][CH:30]=1.C([O-])(O)=O.[Na+], predict the reaction product. The product is: [O:20]1[C:24]2[CH:25]=[CH:26][CH:27]=[CH:28][C:23]=2[N:22]=[C:21]1[C:29]1[CH:34]=[CH:33][C:32]([O:4][C:1](=[O:3])[N:10]([CH3:11])[C@H:9]2[CH2:8][NH:7][C:6]2=[O:5])=[CH:31][CH:30]=1. (2) Given the reactants [C:1]([CH2:18][CH2:19][N:20]([CH2:38][C:39]([O:41]CC=C)=[O:40])[C:21](=[O:37])[CH2:22][C:23]1[CH:24]=[N:25][C:26]([NH:29][C:30]([O:32][C:33]([CH3:36])([CH3:35])[CH3:34])=[O:31])=[CH:27][CH:28]=1)([O:3][CH2:4][CH:5]1[C:17]2[C:12](=[CH:13][CH:14]=[CH:15][CH:16]=2)[C:11]2[C:6]1=[CH:7][CH:8]=[CH:9][CH:10]=2)=[O:2].C(NC1C=CC=CC=1)C, predict the reaction product. The product is: [C:1]([CH2:18][CH2:19][N:20]([CH2:38][C:39]([OH:41])=[O:40])[C:21](=[O:37])[CH2:22][C:23]1[CH:24]=[N:25][C:26]([NH:29][C:30]([O:32][C:33]([CH3:36])([CH3:34])[CH3:35])=[O:31])=[CH:27][CH:28]=1)([O:3][CH2:4][CH:5]1[C:6]2[C:11](=[CH:10][CH:9]=[CH:8][CH:7]=2)[C:12]2[C:17]1=[CH:16][CH:15]=[CH:14][CH:13]=2)=[O:2]. (3) Given the reactants [Br:1][C:2]1[N:3]=[C:4]([CH:26]([NH:38][C:39]2[CH:40]=[C:41]3[C:46](=[CH:47][CH:48]=2)[C:45]([N:49]([C:57]([O:59][C:60]([CH3:63])([CH3:62])[CH3:61])=[O:58])[C:50]([O:52][C:53]([CH3:56])([CH3:55])[CH3:54])=[O:51])=[N:44][CH:43]=[CH:42]3)[C:27]2[CH:32]=[C:31]([CH2:33][CH3:34])[CH:30]=[C:29](OC)[C:28]=2[F:37])[N:5]([C:7]([C:20]2[CH:25]=[CH:24][CH:23]=[CH:22][CH:21]=2)([C:14]2[CH:19]=[CH:18][CH:17]=[CH:16][CH:15]=2)[C:8]2[CH:13]=[CH:12][CH:11]=[CH:10][CH:9]=2)[CH:6]=1.BrC1N=C(C(C2C=C(CC)C=C([Cl:99])C=2F)O)N(C(C2C=CC=CC=2)(C2C=CC=CC=2)C2C=CC=CC=2)C=1.BrC1N=C(C(Cl)C2C=C(CC)C=C(OC)C=2F)N(C(C2C=CC=CC=2)(C2C=CC=CC=2)C2C=CC=CC=2)C=1.NC1C=C2C(=CC=1)C(N(C(OC(C)(C)C)=O)C(OC(C)(C)C)=O)=NC=C2, predict the reaction product. The product is: [Br:1][C:2]1[N:3]=[C:4]([CH:26]([NH:38][C:39]2[CH:40]=[C:41]3[C:46](=[CH:47][CH:48]=2)[C:45]([N:49]([C:57]([O:59][C:60]([CH3:63])([CH3:62])[CH3:61])=[O:58])[C:50]([O:52][C:53]([CH3:56])([CH3:55])[CH3:54])=[O:51])=[N:44][CH:43]=[CH:42]3)[C:27]2[CH:32]=[C:31]([CH2:33][CH3:34])[CH:30]=[C:29]([Cl:99])[C:28]=2[F:37])[N:5]([C:7]([C:20]2[CH:25]=[CH:24][CH:23]=[CH:22][CH:21]=2)([C:14]2[CH:19]=[CH:18][CH:17]=[CH:16][CH:15]=2)[C:8]2[CH:13]=[CH:12][CH:11]=[CH:10][CH:9]=2)[CH:6]=1. (4) Given the reactants [Na].[CH3:2][C:3]1[CH:4]=[N:5][C:6]([CH2:12][S+:13]([O-:25])[C:14]2[NH:15][C:16]3[CH:17]=[CH:18][C:19]([O:23][CH3:24])=[CH:20][C:21]=3[N:22]=2)=[C:7]([CH3:11])[C:8]=1[O:9][CH3:10].[OH2:26].O.O.O.O.O.[Cl-].[Sr+2:33].[Cl-], predict the reaction product. The product is: [CH3:2][C:3]1[CH:4]=[N:5][C:6]([CH2:12][S+:13]([O-:25])[C:14]2[N-:15][C:16]3[CH:17]=[CH:18][C:19]([O:23][CH3:24])=[CH:20][C:21]=3[N:22]=2)=[C:7]([CH3:11])[C:8]=1[O:9][CH3:10].[CH3:2][C:3]1[CH:4]=[N:5][C:6]([CH2:12][S+:13]([O-:25])[C:14]2[N-:15][C:16]3[CH:17]=[CH:18][C:19]([O:23][CH3:24])=[CH:20][C:21]=3[N:22]=2)=[C:7]([CH3:11])[C:8]=1[O:9][CH3:10].[OH2:26].[OH2:9].[OH2:9].[OH2:9].[Sr+2:33]. (5) Given the reactants [C:1]([C:4]1[CH:5]=[C:6]([CH:42]=[CH:43][C:44]=1[CH3:45])[CH2:7][O:8][CH:9]1[CH:14]([C:15]2[CH:20]=[CH:19][C:18]([O:21][CH2:22][CH2:23][CH2:24][O:25][CH2:26][C:27]3[CH:32]=[CH:31][CH:30]=[CH:29][C:28]=3[O:33][CH3:34])=[CH:17][CH:16]=2)[CH2:13][CH2:12][N:11]([C:35]([O:37][C:38]([CH3:41])([CH3:40])[CH3:39])=[O:36])[CH2:10]1)(O)=[O:2].C(Cl)(=O)C([Cl:49])=O.CN(C)C=O, predict the reaction product. The product is: [Cl:49][C:1]([C:4]1[CH:5]=[C:6]([CH:42]=[CH:43][C:44]=1[CH3:45])[CH2:7][O:8][CH:9]1[CH:14]([C:15]2[CH:20]=[CH:19][C:18]([O:21][CH2:22][CH2:23][CH2:24][O:25][CH2:26][C:27]3[CH:32]=[CH:31][CH:30]=[CH:29][C:28]=3[O:33][CH3:34])=[CH:17][CH:16]=2)[CH2:13][CH2:12][N:11]([C:35]([O:37][C:38]([CH3:41])([CH3:40])[CH3:39])=[O:36])[CH2:10]1)=[O:2]. (6) Given the reactants [CH3:1][O:2][C:3]1[CH:4]=[C:5]([N+:10]([O-:12])=[O:11])[CH:6]=[CH:7][C:8]=1Br.[CH3:13][C:14]1[CH:19]=[C:18](B2OC(C)(C)C(C)(C)O2)[CH:17]=[CH:16][N:15]=1.C(=O)([O-])[O-].[Na+].[Na+], predict the reaction product. The product is: [CH3:1][O:2][C:3]1[CH:4]=[C:5]([N+:10]([O-:12])=[O:11])[CH:6]=[CH:7][C:8]=1[C:18]1[CH:17]=[CH:16][N:15]=[C:14]([CH3:13])[CH:19]=1. (7) Given the reactants Br[CH2:2][C:3]1[CH:8]=[C:7]([F:9])[C:6]([Cl:10])=[CH:5][C:4]=1[CH2:11]Br.[C:13]1([C:19]([NH2:32])([C:26]2[CH:31]=[CH:30][CH:29]=[CH:28][CH:27]=2)[C:20]2[CH:25]=[CH:24][CH:23]=[CH:22][CH:21]=2)[CH:18]=[CH:17][CH:16]=[CH:15][CH:14]=1, predict the reaction product. The product is: [Cl:10][C:6]1[CH:5]=[C:4]2[C:3](=[CH:8][C:7]=1[F:9])[CH2:2][N:32]([C:19]([C:13]1[CH:18]=[CH:17][CH:16]=[CH:15][CH:14]=1)([C:26]1[CH:27]=[CH:28][CH:29]=[CH:30][CH:31]=1)[C:20]1[CH:21]=[CH:22][CH:23]=[CH:24][CH:25]=1)[CH2:11]2. (8) Given the reactants [CH:1]([C:4]1[CH:8]=[CH:7][NH:6][N:5]=1)([CH3:3])[CH3:2].Cl[C:10]1[CH:19]=[C:18]([O:20]CC2C=CC(OC)=CC=2)[C:17]2[C:12](=[C:13]([Cl:32])[C:14]([O:30][CH3:31])=[CH:15][CH:16]=2)[N:11]=1.O, predict the reaction product. The product is: [Cl:32][C:13]1[C:14]([O:30][CH3:31])=[CH:15][CH:16]=[C:17]2[C:12]=1[N:11]=[C:10]([N:6]1[CH:7]=[CH:8][C:4]([CH:1]([CH3:3])[CH3:2])=[N:5]1)[CH:19]=[C:18]2[OH:20]. (9) Given the reactants Br[C:2]1[CH:3]=[C:4]([NH:8][C:9](=[O:14])[C:10]([CH3:13])([CH3:12])[CH3:11])[CH:5]=[CH:6][CH:7]=1.B1(B2OC(C)(C)C(C)(C)O2)OC(C)(C)C(C)(C)O1.C([O-])(=O)C.[K+].[ClH:38].[N:39]12[CH2:46][CH2:45][CH:42]([CH2:43][CH2:44]1)[C@@H:41]([NH:47][C:48]([C:50]1[S:51][C:52]3[C:58](Br)=[CH:57][CH:56]=[CH:55][C:53]=3[CH:54]=1)=[O:49])[CH2:40]2.C(=O)([O-])[O-].[Na+].[Na+], predict the reaction product. The product is: [ClH:38].[N:39]12[CH2:44][CH2:43][CH:42]([CH2:45][CH2:46]1)[C@@H:41]([NH:47][C:48]([C:50]1[S:51][C:52]3[C:58]([C:2]4[CH:7]=[CH:6][CH:5]=[C:4]([NH:8][C:9](=[O:14])[C:10]([CH3:13])([CH3:12])[CH3:11])[CH:3]=4)=[CH:57][CH:56]=[CH:55][C:53]=3[CH:54]=1)=[O:49])[CH2:40]2.